This data is from Peptide-MHC class II binding affinity with 134,281 pairs from IEDB. The task is: Regression. Given a peptide amino acid sequence and an MHC pseudo amino acid sequence, predict their binding affinity value. This is MHC class II binding data. (1) The peptide sequence is IKKYFAATQFEPLAA. The MHC is HLA-DPA10201-DPB10101 with pseudo-sequence HLA-DPA10201-DPB10101. The binding affinity (normalized) is 0.974. (2) The peptide sequence is KILTYPWDRIEEVTR. The MHC is DRB1_0801 with pseudo-sequence DRB1_0801. The binding affinity (normalized) is 0.292. (3) The peptide sequence is YTPIGDNKALISK. The MHC is DRB5_0101 with pseudo-sequence DRB5_0101. The binding affinity (normalized) is 0. (4) The peptide sequence is LEAKATFYGSNPRGA. The MHC is DRB1_0101 with pseudo-sequence DRB1_0101. The binding affinity (normalized) is 0.169. (5) The peptide sequence is MSSGSFINISV. The binding affinity (normalized) is 0.631. The MHC is HLA-DQA10501-DQB10301 with pseudo-sequence HLA-DQA10501-DQB10301. (6) The peptide sequence is ILVTVNPIASTNDDE. The MHC is DRB3_0301 with pseudo-sequence DRB3_0301. The binding affinity (normalized) is 0.750. (7) The peptide sequence is TANVPPADKYKTLEA. The MHC is DRB1_1302 with pseudo-sequence DRB1_1302. The binding affinity (normalized) is 0.158.